Dataset: Reaction yield outcomes from USPTO patents with 853,638 reactions. Task: Predict the reaction yield, written as a fraction of the theoretical maximum amount of product (1.0 means a 100% yield; for example, 0.34 means a 34% yield). (1) The reactants are [OH:1][CH:2]([C:4]1[CH:9]=[CH:8][C:7]([CH:10]2[C:14]3[C:15]([CH3:29])=[C:16]([NH:21][C:22](=[O:28])[CH2:23][C:24]([CH3:27])([CH3:26])[CH3:25])[C:17]([CH3:20])=[C:18]([CH3:19])[C:13]=3[O:12][CH2:11]2)=[CH:6][CH:5]=1)[CH3:3].C1COCC1.C(OC(C)C)(C)C. No catalyst specified. The product is [C:2]([C:4]1[CH:9]=[CH:8][C:7]([CH:10]2[C:14]3[C:15]([CH3:29])=[C:16]([NH:21][C:22](=[O:28])[CH2:23][C:24]([CH3:26])([CH3:25])[CH3:27])[C:17]([CH3:20])=[C:18]([CH3:19])[C:13]=3[O:12][CH2:11]2)=[CH:6][CH:5]=1)(=[O:1])[CH3:3]. The yield is 0.650. (2) The reactants are [Cl:1][C:2]1[C:11]2[C:6](=[CH:7][C:8]([O:26][CH3:27])=[C:9]([O:12][CH2:13][CH:14]3[CH2:18][CH2:17][N:16](C(OC(C)(C)C)=O)[CH2:15]3)[CH:10]=2)[N:5]=[CH:4][N:3]=1.[Cl:28][C:29]1[C:30]([F:36])=[C:31]([CH:33]=[CH:34][CH:35]=1)[NH2:32]. No catalyst specified. The product is [ClH:1].[Cl:28][C:29]1[C:30]([F:36])=[C:31]([CH:33]=[CH:34][CH:35]=1)[NH:32][C:2]1[C:11]2[C:6](=[CH:7][C:8]([O:26][CH3:27])=[C:9]([O:12][CH2:13][CH:14]3[CH2:18][CH2:17][NH:16][CH2:15]3)[CH:10]=2)[N:5]=[CH:4][N:3]=1. The yield is 1.00. (3) The catalyst is C(Cl)Cl. The reactants are [CH3:1][O:2][C:3]1[CH:28]=[CH:27][C:6]2[N:7]([CH3:26])[C:8](=[O:25])[N:9]([CH2:10][C@H:11]3[CH2:16][CH2:15][C@H:14]([C:17]([N:19]4[CH2:24][CH2:23][NH:22][CH2:21][CH2:20]4)=[O:18])[CH2:13][CH2:12]3)[C:5]=2[CH:4]=1.C(N(CC)CC)C.[C:36](Cl)(=[O:38])[CH3:37]. The yield is 0.640. The product is [C:36]([N:22]1[CH2:21][CH2:20][N:19]([C:17]([C@H:14]2[CH2:15][CH2:16][C@H:11]([CH2:10][N:9]3[C:5]4[CH:4]=[C:3]([O:2][CH3:1])[CH:28]=[CH:27][C:6]=4[N:7]([CH3:26])[C:8]3=[O:25])[CH2:12][CH2:13]2)=[O:18])[CH2:24][CH2:23]1)(=[O:38])[CH3:37]. (4) The reactants are [F:1][C:2]([F:20])([F:19])[C:3]1[CH:8]=[CH:7][N:6]=[C:5]([NH:9][C:10](=[O:18])OC2C=CC=CC=2)[CH:4]=1.[NH2:21][C:22]1[CH:23]=[C:24]([C:28]#[C:29][C:30]2[CH:31]=[N:32][C:33]([NH:36][CH2:37][CH2:38][CH2:39][N:40]3[CH2:45][CH2:44][CH2:43][CH2:42][CH2:41]3)=[N:34][CH:35]=2)[CH:25]=[CH:26][CH:27]=1.C(N(CC)CC)C. The catalyst is C1COCC1. The product is [N:40]1([CH2:39][CH2:38][CH2:37][NH:36][C:33]2[N:32]=[CH:31][C:30]([C:29]#[C:28][C:24]3[CH:23]=[C:22]([NH:21][C:10]([NH:9][C:5]4[CH:4]=[C:3]([C:2]([F:1])([F:19])[F:20])[CH:8]=[CH:7][N:6]=4)=[O:18])[CH:27]=[CH:26][CH:25]=3)=[CH:35][N:34]=2)[CH2:45][CH2:44][CH2:43][CH2:42][CH2:41]1. The yield is 0.950.